This data is from Forward reaction prediction with 1.9M reactions from USPTO patents (1976-2016). The task is: Predict the product of the given reaction. Given the reactants [CH2:1]([O:3][C:4]([N:6]1[C:15]2[C:10](=[N:11][C:12]([O:16][CH3:17])=[CH:13][CH:14]=2)[C@@H:9]([NH:18][C:19]2[CH:20]=[N:21][C:22]([N:25]3[CH2:30][CH2:29][O:28][CH2:27][CH2:26]3)=[N:23][CH:24]=2)[CH2:8][C@H:7]1[CH2:31][CH3:32])=[O:5])[CH3:2].[H-].[Na+].[F:35][C:36]([F:50])([F:49])[C:37]1[CH:38]=[C:39]([CH:42]=[C:43]([C:45]([F:48])([F:47])[F:46])[CH:44]=1)[CH2:40]Br, predict the reaction product. The product is: [CH2:1]([O:3][C:4]([N:6]1[C:15]2[C:10](=[N:11][C:12]([O:16][CH3:17])=[CH:13][CH:14]=2)[C@@H:9]([NH:18][C:19]2[C:24]([CH2:40][C:39]3[CH:42]=[C:43]([C:45]([F:47])([F:48])[F:46])[CH:44]=[C:37]([C:36]([F:35])([F:49])[F:50])[CH:38]=3)=[N:23][C:22]([N:25]3[CH2:26][CH2:27][O:28][CH2:29][CH2:30]3)=[N:21][CH:20]=2)[CH2:8][C@H:7]1[CH2:31][CH3:32])=[O:5])[CH3:2].